This data is from Catalyst prediction with 721,799 reactions and 888 catalyst types from USPTO. The task is: Predict which catalyst facilitates the given reaction. Reactant: [C:1]([C@@H:3]1[CH2:7][CH2:6][CH2:5][N:4]1[C:8]([C@@H:10]1[C@H:15]2[CH2:16][C@H:12]([C@H:13]([OH:17])[CH2:14]2)[N:11]1[C:18]([O:20][C:21]([CH3:24])([CH3:23])[CH3:22])=[O:19])=[O:9])#[N:2].C(=O)([O-])O.[Na+].CC(OI1(OC(C)=O)(OC(C)=O)OC(=O)C2C=CC=CC1=2)=O. Product: [C:1]([C@@H:3]1[CH2:7][CH2:6][CH2:5][N:4]1[C:8]([C@@H:10]1[C@H:15]2[CH2:16][C@H:12]([C:13](=[O:17])[CH2:14]2)[N:11]1[C:18]([O:20][C:21]([CH3:24])([CH3:23])[CH3:22])=[O:19])=[O:9])#[N:2]. The catalyst class is: 4.